From a dataset of hERG potassium channel inhibition data for cardiac toxicity prediction from Karim et al.. Regression/Classification. Given a drug SMILES string, predict its toxicity properties. Task type varies by dataset: regression for continuous values (e.g., LD50, hERG inhibition percentage) or binary classification for toxic/non-toxic outcomes (e.g., AMES mutagenicity, cardiotoxicity, hepatotoxicity). Dataset: herg_karim. (1) The molecule is COCCCc1cc(CN(C(=O)[C@H]2CNCC[C@@H]2c2ccc(OCCOc3c(Cl)cc(C)cc3Cl)cc2)C2CC2)cc(OCC(C)(C)O)c1. The result is 1 (blocker). (2) The compound is Cc1nc2ccccc2n1Cc1ccc(C(=O)N(C)C2CCN(C3CCC3)C2)cc1. The result is 0 (non-blocker).